Dataset: Full USPTO retrosynthesis dataset with 1.9M reactions from patents (1976-2016). Task: Predict the reactants needed to synthesize the given product. Given the product [N:11]1([CH2:10][C:7]2[CH:8]=[CH:9][C:4]([CH:2]([N:32]3[CH:33]=[C:26]4[C:27]([N:28]=[CH:29][N:30]=[C:25]4[NH:24][CH2:23][C:22]4[C:17]([Cl:16])=[CH:18][CH:19]=[C:20]([O:35][CH3:36])[C:21]=4[F:34])=[N:31]3)[CH3:3])=[CH:5][CH:6]=2)[CH:15]=[CH:14][CH:13]=[N:12]1.[N:11]1([CH2:10][C:7]2[CH:8]=[CH:9][C:4]([CH:2]([N:31]3[C:27]4=[N:28][CH:29]=[N:30][C:25]([NH:24][CH2:23][C:22]5[C:17]([Cl:16])=[CH:18][CH:19]=[C:20]([O:35][CH3:36])[C:21]=5[F:34])=[C:26]4[CH:33]=[N:32]3)[CH3:3])=[CH:5][CH:6]=2)[CH:15]=[CH:14][CH:13]=[N:12]1, predict the reactants needed to synthesize it. The reactants are: Br[CH:2]([C:4]1[CH:9]=[CH:8][C:7]([CH2:10][N:11]2[CH:15]=[CH:14][CH:13]=[N:12]2)=[CH:6][CH:5]=1)[CH3:3].[Cl:16][C:17]1[C:22]([CH2:23][NH:24][C:25]2[C:26]3[C:27](=[N:31][NH:32][CH:33]=3)[N:28]=[CH:29][N:30]=2)=[C:21]([F:34])[C:20]([O:35][CH3:36])=[CH:19][CH:18]=1.C(=O)([O-])[O-].[K+].[K+].